This data is from Full USPTO retrosynthesis dataset with 1.9M reactions from patents (1976-2016). The task is: Predict the reactants needed to synthesize the given product. (1) Given the product [C:1]1([CH:7]2[CH2:8][N:9]([CH2:13][C:14]3[CH:19]=[CH:18][C:17]([C:20]4[CH:25]=[CH:24][CH:23]=[CH:22][C:21]=4[C:26]([F:28])([F:29])[F:27])=[CH:16][CH:15]=3)[CH2:10][CH2:11][N:12]2[C:30](=[O:32])[CH3:31])[CH:2]=[CH:3][CH:4]=[CH:5][CH:6]=1, predict the reactants needed to synthesize it. The reactants are: [C:1]1([CH:7]2[NH:12][CH2:11][CH2:10][N:9]([CH2:13][C:14]3[CH:19]=[CH:18][C:17]([C:20]4[CH:25]=[CH:24][CH:23]=[CH:22][C:21]=4[C:26]([F:29])([F:28])[F:27])=[CH:16][CH:15]=3)[CH2:8]2)[CH:6]=[CH:5][CH:4]=[CH:3][CH:2]=1.[C:30](Cl)(=[O:32])[CH3:31].C(N(CC)C(C)C)(C)C. (2) The reactants are: [CH2:1]([O:8][CH2:9][C:10]([CH3:16])([CH3:15])[C:11]([O:13]C)=[O:12])[C:2]1[CH:7]=[CH:6][CH:5]=[CH:4][CH:3]=1.[OH-].[Na+].Cl. Given the product [CH2:1]([O:8][CH2:9][C:10]([CH3:16])([CH3:15])[C:11]([OH:13])=[O:12])[C:2]1[CH:7]=[CH:6][CH:5]=[CH:4][CH:3]=1, predict the reactants needed to synthesize it.